Task: Predict the product of the given reaction.. Dataset: Forward reaction prediction with 1.9M reactions from USPTO patents (1976-2016) (1) Given the reactants Cl[C:2]1[CH:7]=[C:6]([I:8])[CH:5]=[CH:4][N:3]=1.[O-:9][CH2:10][CH3:11].[Na+], predict the reaction product. The product is: [CH2:10]([O:9][C:2]1[CH:7]=[C:6]([I:8])[CH:5]=[CH:4][N:3]=1)[CH3:11]. (2) Given the reactants CC([N:5]([CH2:9][C@H:10]1[C@H:14]([C:15]([NH2:17])=[O:16])[CH2:13][N:12]([CH2:18][CH2:19][C:20]2[C:29]3[C:24](=[CH:25][CH:26]=[C:27]([O:30][CH3:31])[N:28]=3)[N:23]=[CH:22][C:21]=2[F:32])[CH2:11]1)C(=O)[O-])(C)C.Cl.O1CCOCC1, predict the reaction product. The product is: [NH2:5][CH2:9][C@@H:10]1[CH2:11][N:12]([CH2:18][CH2:19][C:20]2[C:29]3[C:24](=[CH:25][CH:26]=[C:27]([O:30][CH3:31])[N:28]=3)[N:23]=[CH:22][C:21]=2[F:32])[CH2:13][C@@H:14]1[C:15]([NH2:17])=[O:16]. (3) The product is: [CH3:57][O:56][C:53]1[CH:54]=[CH:55][C:50]([CH2:49][N:18]([CH2:17][C:16]2[CH:15]=[CH:14][C:13]([O:12][CH3:11])=[CH:59][CH:58]=2)[C:19]2[N:20]=[CH:21][C:22]([C:25]3[C:26]4[CH2:39][CH2:38][N:37]([C:40]5[CH:48]=[CH:47][C:43]([C:44]([N:2]([CH3:1])[CH2:3][CH2:4][N:5]6[CH2:10][CH2:9][O:8][CH2:7][CH2:6]6)=[O:46])=[CH:42][CH:41]=5)[C:27]=4[N:28]=[C:29]([N:31]4[CH2:32][CH2:33][O:34][CH2:35][CH2:36]4)[N:30]=3)=[CH:23][N:24]=2)=[CH:51][CH:52]=1. Given the reactants [CH3:1][NH:2][CH2:3][CH2:4][N:5]1[CH2:10][CH2:9][O:8][CH2:7][CH2:6]1.[CH3:11][O:12][C:13]1[CH:59]=[CH:58][C:16]([CH2:17][N:18]([CH2:49][C:50]2[CH:55]=[CH:54][C:53]([O:56][CH3:57])=[CH:52][CH:51]=2)[C:19]2[N:24]=[CH:23][C:22]([C:25]3[C:26]4[CH2:39][CH2:38][N:37]([C:40]5[CH:48]=[CH:47][C:43]([C:44]([OH:46])=O)=[CH:42][CH:41]=5)[C:27]=4[N:28]=[C:29]([N:31]4[CH2:36][CH2:35][O:34][CH2:33][CH2:32]4)[N:30]=3)=[CH:21][N:20]=2)=[CH:15][CH:14]=1, predict the reaction product.